This data is from Catalyst prediction with 721,799 reactions and 888 catalyst types from USPTO. The task is: Predict which catalyst facilitates the given reaction. (1) Reactant: [F:1][C:2]1[CH:11]=[C:10](F)[C:9]([N+:13]([O-:15])=[O:14])=[CH:8][C:3]=1[C:4]([O:6][CH3:7])=[O:5].C(#N)C.C(N(CC)CC)C.[O:26]1[CH2:31][CH2:30][CH:29]([C:32]2[NH:33][CH:34]=[CH:35][N:36]=2)[CH2:28][CH2:27]1. Product: [F:1][C:2]1[CH:11]=[C:10]([N:33]2[CH:34]=[CH:35][N:36]=[C:32]2[CH:29]2[CH2:30][CH2:31][O:26][CH2:27][CH2:28]2)[C:9]([N+:13]([O-:15])=[O:14])=[CH:8][C:3]=1[C:4]([O:6][CH3:7])=[O:5]. The catalyst class is: 84. (2) Reactant: [N+]([O-])(OCCC(C)C)=O.N[C:11]1[C:12]([C:21]2[CH:26]=[CH:25][C:24]([O:27][CH3:28])=[C:23]([C:29]#[N:30])[CH:22]=2)=[N:13][S:14][C:15]=1[C:16]([O:18][CH2:19][CH3:20])=[O:17]. Product: [C:29]([C:23]1[CH:22]=[C:21]([C:12]2[CH:11]=[C:15]([C:16]([O:18][CH2:19][CH3:20])=[O:17])[S:14][N:13]=2)[CH:26]=[CH:25][C:24]=1[O:27][CH3:28])#[N:30]. The catalyst class is: 7. (3) The catalyst class is: 5. Product: [Cl:3][C:4]1[N:9]=[C:8]([CH:10]2[CH2:11][CH2:12]2)[C:7]([C:13]([F:14])([F:15])[F:16])=[C:6]([CH2:17][OH:18])[CH:5]=1. Reactant: [BH4-].[Na+].[Cl:3][C:4]1[N:9]=[C:8]([CH:10]2[CH2:12][CH2:11]2)[C:7]([C:13]([F:16])([F:15])[F:14])=[C:6]([CH:17]=[O:18])[CH:5]=1.